From a dataset of Forward reaction prediction with 1.9M reactions from USPTO patents (1976-2016). Predict the product of the given reaction. (1) Given the reactants ClC1C=CC2SC=C(CN3CCN(C4SC(C(O)=O)=C(C)N=4)C3=O)C=2C=1.[CH3:27][C:28]1[N:29]=[C:30]([N:36]2[CH2:40][CH2:39][N:38]([CH2:41][C:42]3[CH:46]=[C:45]([CH3:47])[O:44][N:43]=3)[C:37]2=[O:48])[S:31][C:32]=1[C:33]([OH:35])=O.[NH2:49][CH2:50][C:51]1[CH:52]=[N:53][CH:54]=[CH:55][CH:56]=1, predict the reaction product. The product is: [CH3:27][C:28]1[N:29]=[C:30]([N:36]2[CH2:40][CH2:39][N:38]([CH2:41][C:42]3[CH:46]=[C:45]([CH3:47])[O:44][N:43]=3)[C:37]2=[O:48])[S:31][C:32]=1[C:33]([NH:49][CH2:50][C:51]1[CH:52]=[N:53][CH:54]=[CH:55][CH:56]=1)=[O:35]. (2) Given the reactants [Cl:1][C:2]1[CH:3]=[CH:4][C:5]([O:12]C)=[C:6]([S:8]([NH2:11])(=[O:10])=[O:9])[CH:7]=1.B(Br)(Br)Br, predict the reaction product. The product is: [Cl:1][C:2]1[CH:3]=[CH:4][C:5]([OH:12])=[C:6]([S:8]([NH2:11])(=[O:10])=[O:9])[CH:7]=1. (3) Given the reactants O1C=CC=C1C1OC(=O)C(OC)=C1OC.[CH3:16][O:17][C:18]1[C:19](=[O:25])[C:20](=[O:24])[C:21]=1[O:22][CH3:23].[Cl:26][C:27]1[CH:32]=[CH:31][C:30]([Mg]Br)=[CH:29][CH:28]=1.[Cl-].[NH4+], predict the reaction product. The product is: [Cl:26][C:27]1[CH:32]=[CH:31][C:30]([C:20]2([OH:24])[C:19](=[O:25])[C:18]([O:17][CH3:16])=[C:21]2[O:22][CH3:23])=[CH:29][CH:28]=1.